From a dataset of Retrosynthesis with 50K atom-mapped reactions and 10 reaction types from USPTO. Predict the reactants needed to synthesize the given product. (1) Given the product C=CCn1c(COCc2ccccc2)nc(C(C)C)c1Sc1cccc(Cl)c1, predict the reactants needed to synthesize it. The reactants are: C=CCBr.CC(C)c1nc(COCc2ccccc2)[nH]c1Sc1cccc(Cl)c1. (2) Given the product COc1ccc(Cn2nc(N3CCC(N(C)C(=O)OC(C)(C)C)CC3)c3c(Oc4ccc(NC(=O)c5ccnn(-c6ccc(F)cc6)c5=O)cc4F)ccnc32)cc1, predict the reactants needed to synthesize it. The reactants are: CN(C(=O)OC(C)(C)C)C1CCNCC1.COc1ccc(Cn2nc(I)c3c(Oc4ccc(NC(=O)c5ccnn(-c6ccc(F)cc6)c5=O)cc4F)ccnc32)cc1. (3) Given the product COc1ccc(OC)c(S(=O)(=O)N[C@@H]2C[C@H](C)N(C(=O)OC(C)(C)C)C2)c1, predict the reactants needed to synthesize it. The reactants are: COc1ccc(OC)c(S(=O)(=O)Cl)c1.C[C@H]1C[C@@H](N)CN1C(=O)OC(C)(C)C. (4) Given the product c1cncc(-c2nc(Nc3cc[nH]n3)cc3ccccc23)c1, predict the reactants needed to synthesize it. The reactants are: Clc1nc(Nc2cc[nH]n2)cc2ccccc12.OB(O)c1cccnc1. (5) Given the product CCOCCCn1c(-c2ccc(O)cc2)ccc1-c1ccc(C(=O)O)cc1, predict the reactants needed to synthesize it. The reactants are: CCOCCCN.O=C(O)c1ccc(C(=O)CCC(=O)c2ccc(O)cc2)cc1. (6) Given the product COc1ccc(-c2c(-c3ccccc3)oc3ncnc(Oc4cccc(O)c4)c23)cc1, predict the reactants needed to synthesize it. The reactants are: COc1ccc(-c2c(-c3ccccc3)oc3ncnc(Cl)c23)cc1.Oc1cccc(O)c1. (7) The reactants are: CC1(n2nnc3cnc4c(ccn4S(=O)(=O)c4ccccc4)c32)CCNCC1.O=S(=O)(Cl)c1cccnc1. Given the product CC1(n2nnc3cnc4c(ccn4S(=O)(=O)c4ccccc4)c32)CCN(S(=O)(=O)c2cccnc2)CC1, predict the reactants needed to synthesize it. (8) Given the product COc1ccc(CS[C@@H]2C[C@@H](CNCc3ccccc3)N(S(C)(=O)=O)C2)cc1, predict the reactants needed to synthesize it. The reactants are: COc1ccc(CS[C@@H]2C[C@@H](COS(C)(=O)=O)N(S(C)(=O)=O)C2)cc1.NCc1ccccc1.